Dataset: Cav3 T-type calcium channel HTS with 100,875 compounds. Task: Binary Classification. Given a drug SMILES string, predict its activity (active/inactive) in a high-throughput screening assay against a specified biological target. (1) The result is 0 (inactive). The drug is Clc1c(NCCO)ncn(c2ccccc2)c1=O. (2) The compound is s1c(C(=O)/C=C\c2c(n(nc2)C)C)ccc1. The result is 0 (inactive). (3) The result is 0 (inactive). The molecule is O=c1[nH]c2c(cc1CN(C1CCCC1)Cc1n(nnn1)Cc1ccccc1)cc(cc2)C. (4) The molecule is ClC=1CC2C(CC1)C(=O)N(C2=O)c1ccc(cc1)/C(=N\O)C. The result is 0 (inactive). (5) The compound is S(/N(C(C)C)C(C)C)(N(C(C)C)C(C)C)=N\S(=O)(=O)c1ccccc1. The result is 0 (inactive). (6) The compound is S(=O)(=O)(N1CCC(CC1)C(=O)NCCCN1CCN(CC1)c1c(F)cccc1)c1sccc1. The result is 0 (inactive). (7) The drug is o1c2c(nc1c1ccncc1)cc(NC(=O)Cc1ccccc1)cc2. The result is 0 (inactive).